This data is from Retrosynthesis with 50K atom-mapped reactions and 10 reaction types from USPTO. The task is: Predict the reactants needed to synthesize the given product. (1) Given the product Cc1ccc(S(=O)(=O)N(C)c2ncc(Cl)cc2[N+](=O)[O-])cc1, predict the reactants needed to synthesize it. The reactants are: CNc1ncc(Cl)cc1[N+](=O)[O-].Cc1ccc(S(=O)(=O)Cl)cc1. (2) Given the product CCCCCCCCCCCCCCCCCCOCC(COCCCCCCCCCCCCCCCCCC)(COCCCCCCCCCCCCCCCCCC)COc1ccc(C=NO)c(OC)c1, predict the reactants needed to synthesize it. The reactants are: CCCCCCCCCCCCCCCCCCOCC(COCCCCCCCCCCCCCCCCCC)(COCCCCCCCCCCCCCCCCCC)COc1ccc(C=O)c(OC)c1.NO. (3) Given the product CC[C@H](CO)NCCCS(=O)(=O)N1CCC(Nc2ncc(C(=O)c3c(OC)ccc(F)c3F)c(N)n2)CC1, predict the reactants needed to synthesize it. The reactants are: CC[C@@H](N)CO.COc1ccc(F)c(F)c1C(=O)c1cnc(NC2CCN(S(=O)(=O)CCCCl)CC2)nc1N. (4) Given the product Cc1cc(C)c2c(c1O)C(N1CCCC1=O)C1CCCCC21, predict the reactants needed to synthesize it. The reactants are: Cc1cc(C)c2c(c1O)C(N)C1CCCCC21.O=C(Cl)CCCCl. (5) The reactants are: Fc1ccc(I)c(Br)c1.Fc1ccc(S)c(F)c1. Given the product Fc1ccc(Sc2ccc(F)cc2Br)c(F)c1, predict the reactants needed to synthesize it. (6) Given the product Cc1cccc2[nH]c(=O)c(O)cc(=O)c12, predict the reactants needed to synthesize it. The reactants are: COc1cc(=O)c2c(C)cccc2[nH]c1=O.